This data is from Forward reaction prediction with 1.9M reactions from USPTO patents (1976-2016). The task is: Predict the product of the given reaction. Given the reactants C([N:8]([C@H](C1C=CC=CC=1)C)[C@@H:9]([CH2:13][CH2:14][CH2:15][CH3:16])[CH2:10][CH2:11][OH:12])C1C=CC=CC=1, predict the reaction product. The product is: [NH2:8][C@@H:9]([CH2:13][CH2:14][CH2:15][CH3:16])[CH2:10][CH2:11][OH:12].